Dataset: Forward reaction prediction with 1.9M reactions from USPTO patents (1976-2016). Task: Predict the product of the given reaction. (1) The product is: [S:1]1[C:5]2[CH:6]=[CH:7][C:8]([NH:10][C:11]3[C:20]4[C:15](=[CH:16][CH:17]=[C:18]([S:21]([CH:22]5[CH2:27][CH2:26][S:30](=[O:32])(=[O:29])[CH2:24][CH2:23]5)(=[O:38])=[O:34])[CH:19]=4)[N:14]=[CH:13][CH:12]=3)=[CH:9][C:4]=2[N:3]=[CH:2]1. Given the reactants [S:1]1[C:5]2[CH:6]=[CH:7][C:8]([NH:10][C:11]3[C:20]4[C:15](=[CH:16][CH:17]=[C:18]([S:21][CH:22]5[CH2:27][CH2:26]S[CH2:24][CH2:23]5)[CH:19]=4)[N:14]=[CH:13][CH:12]=3)=[CH:9][C:4]=2[N:3]=[CH:2]1.O[O:29][S:30]([O-:32])=O.[K+].[OH2:34].C1C[O:38]CC1, predict the reaction product. (2) The product is: [CH2:1]([CH:5]1[CH2:10][CH2:9][N:8]([CH2:12][CH2:13][CH2:14][C:15]#[N:16])[CH2:7][CH2:6]1)[CH2:2][CH2:3][CH3:4]. Given the reactants [CH2:1]([CH:5]1[CH2:10][CH2:9][NH:8][CH2:7][CH2:6]1)[CH2:2][CH2:3][CH3:4].Br[CH2:12][CH2:13][CH2:14][C:15]#[N:16].C(=O)([O-])[O-].[K+].[K+].O, predict the reaction product.